This data is from Full USPTO retrosynthesis dataset with 1.9M reactions from patents (1976-2016). The task is: Predict the reactants needed to synthesize the given product. (1) Given the product [F:26][C:20]1[CH:21]=[C:22]([F:25])[CH:23]=[CH:24][C:19]=1[C:16]1[CH:15]=[CH:14][C:13]([C@@H:11]([N:7]2[CH2:6][CH2:5][C@:4]([CH2:3][CH2:2][NH:1][C:42](=[O:43])[O:44][CH3:45])([C:27]3[CH:28]=[CH:29][C:30]([F:33])=[CH:31][CH:32]=3)[O:9][C:8]2=[O:10])[CH3:12])=[CH:18][CH:17]=1, predict the reactants needed to synthesize it. The reactants are: [NH2:1][CH2:2][CH2:3][C@@:4]1([C:27]2[CH:32]=[CH:31][C:30]([F:33])=[CH:29][CH:28]=2)[O:9][C:8](=[O:10])[N:7]([C@H:11]([C:13]2[CH:18]=[CH:17][C:16]([C:19]3[CH:24]=[CH:23][C:22]([F:25])=[CH:21][C:20]=3[F:26])=[CH:15][CH:14]=2)[CH3:12])[CH2:6][CH2:5]1.CCN(CC)CC.Cl[C:42]([O:44][CH3:45])=[O:43].O. (2) Given the product [CH3:12][O:11][C:7]1[C:5]2[N:6]=[C:2]([NH:1][C:13](=[O:20])[C:14]3[CH:19]=[CH:18][CH:17]=[CH:16][CH:15]=3)[S:3][C:4]=2[CH:10]=[CH:9][CH:8]=1, predict the reactants needed to synthesize it. The reactants are: [NH2:1][C:2]1[S:3][C:4]2[CH:10]=[CH:9][CH:8]=[C:7]([O:11][CH3:12])[C:5]=2[N:6]=1.[C:13](Cl)(=[O:20])[C:14]1[CH:19]=[CH:18][CH:17]=[CH:16][CH:15]=1. (3) Given the product [Cl:1][C:2]1[CH:3]=[C:4]([NH:5][C:23]2[C:24]3[N:31]([CH2:32][CH2:33][NH:34][C:35](=[O:41])[CH2:49][S:50]([CH3:53])(=[O:52])=[O:51])[CH:30]=[CH:29][C:25]=3[N:26]=[CH:27][N:28]=2)[CH:6]=[C:7]([Cl:21])[C:8]=1[O:9][C:10]1[CH:15]=[CH:14][CH:13]=[C:12]([O:16][CH2:17][CH:18]2[CH2:20][CH2:19]2)[CH:11]=1, predict the reactants needed to synthesize it. The reactants are: [Cl:1][C:2]1[CH:3]=[C:4]([CH:6]=[C:7]([Cl:21])[C:8]=1[O:9][C:10]1[CH:15]=[CH:14][CH:13]=[C:12]([O:16][CH2:17][CH:18]2[CH2:20][CH2:19]2)[CH:11]=1)[NH2:5].Cl[C:23]1[C:24]2[N:31]([CH2:32][CH2:33][NH:34][C:35](=[O:41])OC(C)(C)C)[CH:30]=[CH:29][C:25]=2[N:26]=[CH:27][N:28]=1.Cl.C(OCC)(=O)C.[CH3:49][S:50]([CH2:53]C(O)=O)(=[O:52])=[O:51].Cl.C(N=C=NCCCN(C)C)C.ON1C2C=CC=CC=2N=N1. (4) Given the product [Cl:1][C:2]1[CH:7]=[CH:6][C:5]([C:8]2[CH:13]=[C:12]([C:14]([F:15])([F:16])[F:17])[N:11]=[C:10]([C:18]3[N:19]=[C:31]([C:28]4[S:27][C:26]([S:22]([NH2:23])(=[O:25])=[O:24])=[CH:30][CH:29]=4)[O:21][N:20]=3)[N:9]=2)=[CH:4][CH:3]=1, predict the reactants needed to synthesize it. The reactants are: [Cl:1][C:2]1[CH:7]=[CH:6][C:5]([C:8]2[CH:13]=[C:12]([C:14]([F:17])([F:16])[F:15])[N:11]=[C:10]([C:18]([NH:20][OH:21])=[NH:19])[N:9]=2)=[CH:4][CH:3]=1.[S:22]([C:26]1[S:27][C:28]([C:31](O)=O)=[CH:29][CH:30]=1)(=[O:25])(=[O:24])[NH2:23]. (5) Given the product [Cl:1][C:2]1[CH:3]=[CH:4][C:5]([C:8]2[CH:13]=[CH:12][N:11]([C:16]3[CH:24]=[C:23]4[C:19]([C:20]5[CH2:29][CH2:28][N:27]([C:30]([O:32][C:33]([CH3:36])([CH3:35])[CH3:34])=[O:31])[CH2:26][C:21]=5[N:22]4[CH3:25])=[CH:18][CH:17]=3)[C:10](=[O:14])[CH:9]=2)=[CH:6][CH:7]=1, predict the reactants needed to synthesize it. The reactants are: [Cl:1][C:2]1[CH:7]=[CH:6][C:5]([C:8]2[CH:13]=[CH:12][NH:11][C:10](=[O:14])[CH:9]=2)=[CH:4][CH:3]=1.Br[C:16]1[CH:24]=[C:23]2[C:19]([C:20]3[CH2:29][CH2:28][N:27]([C:30]([O:32][C:33]([CH3:36])([CH3:35])[CH3:34])=[O:31])[CH2:26][C:21]=3[N:22]2[CH3:25])=[CH:18][CH:17]=1. (6) Given the product [CH:23]1([CH:21]=[C:9]2[N:8]([C:6]([O:5][C:1]([CH3:2])([CH3:3])[CH3:4])=[O:7])[CH2:13][CH2:12][N:11]3[N:14]=[C:15]([C:17]([F:18])([F:19])[F:20])[N:16]=[C:10]23)[CH2:25][CH2:24]1, predict the reactants needed to synthesize it. The reactants are: [C:1]([O:5][C:6]([N:8]1[CH2:13][CH2:12][N:11]2[N:14]=[C:15]([C:17]([F:20])([F:19])[F:18])[N:16]=[C:10]2[CH:9]1[CH:21]([CH:23]1[CH2:25][CH2:24]1)O)=[O:7])([CH3:4])([CH3:3])[CH3:2].C1N=CN(C(N2C=NC=C2)=S)C=1. (7) Given the product [CH:25]12[O:32][CH:29]([CH2:30][CH2:31]1)[CH2:28][CH:27]([N:7]1[CH2:11][C@@H:10]([C:12]3[CH:17]=[CH:16][CH:15]=[CH:14][CH:13]=3)[N:9]([CH:18]3[CH2:19][CH2:20][NH:21][CH2:22][CH2:23]3)[C:8]1=[O:24])[CH2:26]2, predict the reactants needed to synthesize it. The reactants are: C1([N:7]2[CH2:11][C@@H:10]([C:12]3[CH:17]=[CH:16][CH:15]=[CH:14][CH:13]=3)[N:9]([CH:18]3[CH2:23][CH2:22][NH:21][CH2:20][CH2:19]3)[C:8]2=[O:24])CCCCC1.[CH:25]12[O:32][CH:29]([CH2:30][CH2:31]1)[CH2:28][C:27](=O)[CH2:26]2.C1(=O)CCCCC1.